This data is from Peptide-MHC class II binding affinity with 134,281 pairs from IEDB. The task is: Regression. Given a peptide amino acid sequence and an MHC pseudo amino acid sequence, predict their binding affinity value. This is MHC class II binding data. (1) The peptide sequence is AAATEGTTVYGAFAA. The MHC is HLA-DPA10103-DPB10401 with pseudo-sequence HLA-DPA10103-DPB10401. The binding affinity (normalized) is 0.176. (2) The binding affinity (normalized) is 0.0483. The peptide sequence is KVLIELEPPFGDSYIVV. The MHC is DRB3_0101 with pseudo-sequence DRB3_0101. (3) The MHC is DRB1_0404 with pseudo-sequence DRB1_0404. The peptide sequence is VVITENCGTRGPSLR. The binding affinity (normalized) is 0.